Dataset: Full USPTO retrosynthesis dataset with 1.9M reactions from patents (1976-2016). Task: Predict the reactants needed to synthesize the given product. (1) Given the product [F:29][C:23]1[CH:24]=[C:25]([F:28])[CH:26]=[CH:27][C:22]=1[CH2:21][N:20]1[C:14]2[C:15](=[C:16]3[CH2:17][N:9]([OH:8])[C:10](=[O:30])[C:11]3=[N:12][CH:13]=2)[CH:18]=[CH:19]1, predict the reactants needed to synthesize it. The reactants are: C([O:8][N:9]1[CH2:17][C:16]2[C:11](=[N:12][CH:13]=[C:14]3[N:20]([CH2:21][C:22]4[CH:27]=[CH:26][C:25]([F:28])=[CH:24][C:23]=4[F:29])[CH:19]=[CH:18][C:15]3=2)[C:10]1=[O:30])C1C=CC=CC=1.C(ON1CC2C(=NC=C3NC=CC3=2)C1)C1C=CC=CC=1.FC1C=C(F)C=CC=1CBr. (2) Given the product [Br:9][C:4]1[CH:3]=[C:2]([C:18]2[CH:19]=[N:20][CH:21]=[CH:22][CH:23]=2)[CH:7]=[C:6]([Cl:8])[CH:5]=1, predict the reactants needed to synthesize it. The reactants are: Br[C:2]1[CH:7]=[C:6]([Cl:8])[CH:5]=[C:4]([Br:9])[CH:3]=1.CC1(C)C(C)(C)OB([C:18]2[CH:19]=[N:20][CH:21]=[CH:22][CH:23]=2)O1.C([O-])([O-])=O.[K+].[K+]. (3) Given the product [C:16]([NH:4][C:3]([NH:5][C:16]([O:15][CH2:8][C:9]1[CH:14]=[CH:13][CH:12]=[CH:11][CH:10]=1)=[O:6])=[NH:2])([O:15][CH2:8][C:9]1[CH:14]=[CH:13][CH:12]=[CH:11][CH:10]=1)=[O:17], predict the reactants needed to synthesize it. The reactants are: Cl.[NH2:2][C:3]([NH2:5])=[NH:4].[OH-:6].[Na+].[CH2:8]([O:15][C:16](Cl)=[O:17])[C:9]1[CH:14]=[CH:13][CH:12]=[CH:11][CH:10]=1. (4) Given the product [Si:1]([O:8][C@H:9]1[CH2:14][CH2:13][C@H:12]([N:15]2[CH:19]=[C:18]([C:30]3[CH:31]=[C:32]4[C:38]([CH:39]([C:60]5[C:65]([O:66][CH3:67])=[CH:64][CH:63]=[C:62]([F:68])[C:61]=5[Cl:69])[C:40]([F:59])([S:50]([C:53]5[CH:58]=[CH:57][CH:56]=[CH:55][CH:54]=5)(=[O:51])=[O:52])[S:41]([C:44]5[CH:49]=[CH:48][CH:47]=[CH:46][CH:45]=5)(=[O:42])=[O:43])=[CH:37][NH:36][C:33]4=[N:34][CH:35]=3)[CH:17]=[N:16]2)[CH2:11][CH2:10]1)([C:4]([CH3:5])([CH3:7])[CH3:6])([CH3:3])[CH3:2], predict the reactants needed to synthesize it. The reactants are: [Si:1]([O:8][C@H:9]1[CH2:14][CH2:13][C@H:12]([N:15]2[CH:19]=[C:18](B3OC(C)(C)C(C)(C)O3)[CH:17]=[N:16]2)[CH2:11][CH2:10]1)([C:4]([CH3:7])([CH3:6])[CH3:5])([CH3:3])[CH3:2].Br[C:30]1[CH:31]=[C:32]2[C:38]([CH:39]([C:60]3[C:65]([O:66][CH3:67])=[CH:64][CH:63]=[C:62]([F:68])[C:61]=3[Cl:69])[C:40]([F:59])([S:50]([C:53]3[CH:58]=[CH:57][CH:56]=[CH:55][CH:54]=3)(=[O:52])=[O:51])[S:41]([C:44]3[CH:49]=[CH:48][CH:47]=[CH:46][CH:45]=3)(=[O:43])=[O:42])=[CH:37][NH:36][C:33]2=[N:34][CH:35]=1.[F-].[K+].